From a dataset of Reaction yield outcomes from USPTO patents with 853,638 reactions. Predict the reaction yield, written as a fraction of the theoretical maximum amount of product (1.0 means a 100% yield; for example, 0.34 means a 34% yield). (1) The reactants are [NH2:1][C:2]([C:4]1[CH:5]=[CH:6][CH:7]=[C:8]2[C:13]=1[N:12]=[CH:11][N:10]=[C:9]2[NH:14][CH2:15][C:16]1[CH:21]=[CH:20][C:19]([NH:22]C(=O)OC(C)(C)C)=[CH:18][CH:17]=1)=[O:3].Cl.CCOCC. The catalyst is C(Cl)Cl. The product is [NH2:22][C:19]1[CH:18]=[CH:17][C:16]([CH2:15][NH:14][C:9]2[C:8]3[C:13](=[C:4]([C:2]([NH2:1])=[O:3])[CH:5]=[CH:6][CH:7]=3)[N:12]=[CH:11][N:10]=2)=[CH:21][CH:20]=1. The yield is 0.950. (2) The reactants are I[C:2]1[CH:3]=[CH:4][C:5]([N:8]2[C:12](=[O:13])[CH2:11][C@H:10]3[CH2:14][CH2:15][CH2:16][C@@H:9]23)=[N:6][CH:7]=1.[C:17]([C:19]1[CH:24]=[CH:23][CH:22]=[CH:21][CH:20]=1)#[CH:18].C(N(CC)CC)C. The catalyst is C1COCC1.C(OCC)(=O)C.Cl[Pd](Cl)([P](C1C=CC=CC=1)(C1C=CC=CC=1)C1C=CC=CC=1)[P](C1C=CC=CC=1)(C1C=CC=CC=1)C1C=CC=CC=1.[Cu]I.C1(P(C2C=CC=CC=2)C2C=CC=CC=2)C=CC=CC=1. The product is [C:19]1([C:17]#[C:18][C:2]2[CH:3]=[CH:4][C:5]([N:8]3[C:12](=[O:13])[CH2:11][C@H:10]4[CH2:14][CH2:15][CH2:16][C@@H:9]34)=[N:6][CH:7]=2)[CH:24]=[CH:23][CH:22]=[CH:21][CH:20]=1. The yield is 0.960. (3) The reactants are [CH:1]1([N:5]2[CH2:10][CH2:9][N:8]([C:11]([C@H:13]3[CH2:18][CH2:17][C@H:16]([OH:19])[CH2:15][CH2:14]3)=[O:12])[CH2:7][CH2:6]2)[CH2:4][CH2:3][CH2:2]1.[H-].[Na+].Cl[C:23]1[CH:30]=[CH:29][C:26]([C:27]#[N:28])=[CH:25][N:24]=1.C([O-])(O)=O.[Na+]. The catalyst is CN(C)C(=O)C. The product is [CH:1]1([N:5]2[CH2:10][CH2:9][N:8]([C:11]([C@H:13]3[CH2:18][CH2:17][C@H:16]([O:19][C:23]4[CH:30]=[CH:29][C:26]([C:27]#[N:28])=[CH:25][N:24]=4)[CH2:15][CH2:14]3)=[O:12])[CH2:7][CH2:6]2)[CH2:4][CH2:3][CH2:2]1. The yield is 0.110. (4) The reactants are Br[C:2]1[N:7]2[CH:8]=[CH:9][N:10]=[C:6]2[C:5]([NH:11][CH:12]2[CH2:17][CH2:16][CH2:15][CH2:14][CH2:13]2)=[N:4][CH:3]=1.CC1(C)C(C)(C)OB([C:26]2[CH:27]=[C:28]3[C:32](=[CH:33][CH:34]=2)[C:31](=[O:35])[NH:30][CH2:29]3)O1.C(=O)([O-])[O-].[Na+].[Na+].O1CCOCC1. The yield is 0.370. The catalyst is C1(P(C2C=CC=CC=2)C2C=CC=CC=2)C=CC=CC=1.[Pd].[Pd].[Pd].[Pd].C(OCC)C.C1(C)C=CC=CC=1. The product is [CH:12]1([NH:11][C:5]2[C:6]3[N:7]([CH:8]=[CH:9][N:10]=3)[C:2]([C:26]3[CH:27]=[C:28]4[C:32](=[CH:33][CH:34]=3)[C:31](=[O:35])[NH:30][CH2:29]4)=[CH:3][N:4]=2)[CH2:17][CH2:16][CH2:15][CH2:14][CH2:13]1. (5) The reactants are [C:1]([C:3]([CH3:10])([CH3:9])[C:4]([O:6][CH2:7][CH3:8])=[O:5])#[N:2]. The catalyst is C(O)C.[OH-].[NH4+].[Ni]. The product is [NH2:2][CH2:1][C:3]([CH3:10])([CH3:9])[C:4]([O:6][CH2:7][CH3:8])=[O:5]. The yield is 0.700. (6) The catalyst is CN(C=O)C. The reactants are [CH3:1][O:2][CH2:3][CH2:4][N:5]1[C:13]2[C:8](=[C:9]([C:14]([F:17])([F:16])[F:15])[CH:10]=[CH:11][CH:12]=2)[CH:7]=[CH:6]1.[C:18](O[C:18]([C:20]([F:23])([F:22])[F:21])=[O:19])([C:20]([F:23])([F:22])[F:21])=[O:19]. The product is [F:21][C:20]([F:23])([F:22])[C:18]([C:7]1[C:8]2[C:13](=[CH:12][CH:11]=[CH:10][C:9]=2[C:14]([F:17])([F:15])[F:16])[N:5]([CH2:4][CH2:3][O:2][CH3:1])[CH:6]=1)=[O:19]. The yield is 0.690. (7) The reactants are [N:1]([C@@H:4]1[CH2:9][CH2:8][N:7]([C:10]([O:12][C:13]([CH3:16])([CH3:15])[CH3:14])=[O:11])[C@@H:6]([C:17]([O:19][CH3:20])=[O:18])[CH2:5]1)=[N+]=[N-]. The catalyst is CO.[Pd]. The product is [NH2:1][C@@H:4]1[CH2:9][CH2:8][N:7]([C:10]([O:12][C:13]([CH3:14])([CH3:15])[CH3:16])=[O:11])[C@@H:6]([C:17]([O:19][CH3:20])=[O:18])[CH2:5]1. The yield is 0.960. (8) The reactants are [H-].[Na+].[C:3]([O:9][C:10]([CH3:20])([CH3:19])[CH2:11]CC1C=CC=CC=1)(=[O:8])[CH2:4][C:5]([O-:7])=[O:6].[CH3:21][O:22][CH2:23][CH2:24]Br.O.[CH3:27][CH2:28][CH2:29][CH2:30][CH2:31][CH2:32][CH3:33]. The catalyst is C1COCC1.C(OCC)C. The product is [CH3:21][O:22][CH2:23][CH2:24][CH:4]([C:3]([O:9][C:10]([CH3:20])([CH3:19])[CH3:11])=[O:8])[C:5]([O:7][CH2:27][C:28]1[CH:33]=[CH:32][CH:31]=[CH:30][CH:29]=1)=[O:6]. The yield is 0.330.